From a dataset of Reaction yield outcomes from USPTO patents with 853,638 reactions. Predict the reaction yield, written as a fraction of the theoretical maximum amount of product (1.0 means a 100% yield; for example, 0.34 means a 34% yield). (1) The reactants are Cl.[Cl:2][C:3]1[S:10][CH:9]2[CH:5]([NH:6][C:7]([C:11](N[C@@H]3CC4C(=CC=CC=4)[C@H]3NC)=[O:12])=[CH:8]2)[C:4]=1[Cl:25].[K+].CC1(C)O[C@@H](C([O-])=O)C[O:29]1.CCN(C(C)C)C(C)C.C1C=CC2N(O)N=NC=2C=1.CCN=C=NCCCN(C)C. The catalyst is CC(N(C)C)=O.O. The product is [C:11]([C:7]1[NH:6][C:5]2[C:4]([Cl:25])=[C:3]([Cl:2])[S:10][C:9]=2[CH:8]=1)([OH:12])=[O:29]. The yield is 0.730. (2) The reactants are [Cl:1][C:2]1[CH:8]=[CH:7][C:5]([NH2:6])=[C:4]([C:9]2[CH:14]=[C:13]([O:15][CH3:16])[N:12]=[CH:11][N:10]=2)[C:3]=1[F:17].[CH2:18](ON=O)[CH2:19][CH:20]([CH3:22])[CH3:21].[Si]([N:30]=[N+:31]=[N-])(C)(C)C.C(C1CC1)#C. The catalyst is C(#N)C.C(Cl)Cl. The product is [Cl:1][C:2]1[C:3]([F:17])=[C:4]([C:9]2[CH:14]=[C:13]([O:15][CH3:16])[N:12]=[CH:11][N:10]=2)[C:5]([N:6]2[CH:18]=[C:19]([CH:20]3[CH2:22][CH2:21]3)[N:31]=[N:30]2)=[CH:7][CH:8]=1. The yield is 0.367. (3) The reactants are [C:1]([CH2:4][CH2:5][C:6]1[C:10]([CH3:11])=[C:9]([CH:12]=O)[NH:8][C:7]=1[CH3:14])([OH:3])=[O:2].[CH3:15][O:16][C:17]1[CH:18]=[C:19]([C:23]2[CH:31]=[C:30]3[C:26]([CH2:27][C:28](=[O:32])[NH:29]3)=[CH:25][CH:24]=2)[CH:20]=[CH:21][CH:22]=1. The catalyst is N1CCCCC1.C(O)C. The product is [CH3:15][O:16][C:17]1[CH:18]=[C:19]([C:23]2[CH:31]=[C:30]3[C:26]([C:27](=[CH:12][C:9]4[NH:8][C:7]([CH3:14])=[C:6]([CH2:5][CH2:4][C:1]([OH:3])=[O:2])[C:10]=4[CH3:11])[C:28](=[O:32])[NH:29]3)=[CH:25][CH:24]=2)[CH:20]=[CH:21][CH:22]=1. The yield is 0.910. (4) The reactants are [Cl:1][C:2]1[N:7]=[C:6]([CH2:8][CH2:9][OH:10])[CH:5]=[CH:4][CH:3]=1.[CH2:11]([O:13][C:14](=[O:26])[CH2:15][C@H:16]1[C:24]2[C:19](=[CH:20][C:21](O)=[CH:22][CH:23]=2)[CH2:18][CH2:17]1)[CH3:12].C1C=CC(P(C2C=CC=CC=2)C2C=CC=CC=2)=CC=1.CC(OC(/N=N/C(OC(C)C)=O)=O)C. The catalyst is C1COCC1. The product is [CH2:11]([O:13][C:14](=[O:26])[CH2:15][C@H:16]1[C:24]2[C:19](=[CH:20][C:21]([O:10][CH2:9][CH2:8][C:6]3[CH:5]=[CH:4][CH:3]=[C:2]([Cl:1])[N:7]=3)=[CH:22][CH:23]=2)[CH2:18][CH2:17]1)[CH3:12]. The yield is 0.300. (5) The reactants are C[O:2][C:3]([C:5]1[S:9][C:8]([N:10]2[C:14]3[CH:15]=[C:16]([O:21][CH3:22])[C:17]([O:19][CH3:20])=[CH:18][C:13]=3[N:12]=[CH:11]2)=[N:7][C:6]=1Br)=[O:4].[Cl:24][C:25]1[CH:26]=[C:27](B(O)O)[CH:28]=[CH:29][C:30]=1[Cl:31]. No catalyst specified. The product is [Cl:24][C:25]1[CH:26]=[C:27]([C:6]2[N:7]=[C:8]([N:10]3[C:14]4[CH:15]=[C:16]([O:21][CH3:22])[C:17]([O:19][CH3:20])=[CH:18][C:13]=4[N:12]=[CH:11]3)[S:9][C:5]=2[C:3]([OH:2])=[O:4])[CH:28]=[CH:29][C:30]=1[Cl:31]. The yield is 0.350. (6) The reactants are [F:1][C:2]1[CH:3]=[C:4]2[C:8](=[CH:9][CH:10]=1)[N:7]([C:11]1[N:15]([CH3:16])[N:14]=[C:13]([CH3:17])[C:12]=1/[CH:18]=[CH:19]/[C:20]([NH:22][S:23]([C:26]1[CH:31]=[CH:30][C:29]([CH3:32])=[CH:28][C:27]=1[O:33]C)(=[O:25])=[O:24])=[O:21])[CH:6]=[CH:5]2.B(Br)(Br)Br. The catalyst is ClCCl. The product is [F:1][C:2]1[CH:3]=[C:4]2[C:8](=[CH:9][CH:10]=1)[N:7]([C:11]1[N:15]([CH3:16])[N:14]=[C:13]([CH3:17])[C:12]=1/[CH:18]=[CH:19]/[C:20]([NH:22][S:23]([C:26]1[CH:31]=[CH:30][C:29]([CH3:32])=[CH:28][C:27]=1[OH:33])(=[O:25])=[O:24])=[O:21])[CH:6]=[CH:5]2. The yield is 0.720. (7) The reactants are [F:1][C:2]1([F:17])[CH2:7][CH2:6][C:5]([CH2:15][NH2:16])([C:8]2[CH:9]=[N:10][C:11]([F:14])=[CH:12][CH:13]=2)[CH2:4][CH2:3]1.[Cl:18][C:19]1[C:27]([Cl:28])=[CH:26][CH:25]=[CH:24][C:20]=1[C:21](O)=[O:22].C1C=CC2N(O)N=NC=2C=1.CCN=C=NCCCN(C)C.Cl.CCN(C(C)C)C(C)C. The catalyst is CN(C=O)C.O. The product is [Cl:18][C:19]1[C:27]([Cl:28])=[CH:26][CH:25]=[CH:24][C:20]=1[C:21]([NH:16][CH2:15][C:5]1([C:8]2[CH:9]=[N:10][C:11]([F:14])=[CH:12][CH:13]=2)[CH2:4][CH2:3][C:2]([F:1])([F:17])[CH2:7][CH2:6]1)=[O:22]. The yield is 0.380.